From a dataset of Forward reaction prediction with 1.9M reactions from USPTO patents (1976-2016). Predict the product of the given reaction. (1) Given the reactants [Br:1][C:2]1[CH:7]=[CH:6][C:5]([C:8]2[O:12][N:11]=[C:10]([CH3:13])[C:9]=2[CH:14]([OH:18])[CH2:15][CH:16]=[CH2:17])=[CH:4][CH:3]=1.[CH2:19]([C:26]1[CH:31]=[CH:30][C:29](I)=[CH:28][CH:27]=1)[C:20]1[CH:25]=[CH:24][CH:23]=[CH:22][CH:21]=1.C(=O)([O-])[O-].[Cs+].[Cs+].CCOC(C)=O, predict the reaction product. The product is: [CH2:19]([C:20]1[CH:25]=[CH:24][C:23](/[CH:17]=[CH:16]/[CH2:15][CH:14]([C:9]2[C:10]([CH3:13])=[N:11][O:12][C:8]=2[C:5]2[CH:4]=[CH:3][C:2]([Br:1])=[CH:7][CH:6]=2)[OH:18])=[CH:22][CH:21]=1)[C:26]1[CH:31]=[CH:30][CH:29]=[CH:28][CH:27]=1. (2) Given the reactants [CH:1]1([C:5]2[CH:10]=[CH:9][C:8](B(O)O)=[C:7]([F:14])[C:6]=2[O:15][CH3:16])[CH2:4][CH2:3][CH2:2]1.Br[C:18]1[CH:27]=[N:26][C:25]2[NH:24][CH2:23][CH2:22][O:21][C:20]=2[CH:19]=1, predict the reaction product. The product is: [CH:1]1([C:5]2[CH:10]=[CH:9][C:8]([C:18]3[CH:27]=[N:26][C:25]4[NH:24][CH2:23][CH2:22][O:21][C:20]=4[CH:19]=3)=[C:7]([F:14])[C:6]=2[O:15][CH3:16])[CH2:4][CH2:3][CH2:2]1. (3) Given the reactants Br[C:2]1[N:19]([CH2:20][C@H:21]2[CH2:26][CH2:25][C@H:24]([CH3:27])[CH2:23][CH2:22]2)[C:5]2[C:6]([C:12]3[CH:13]=[N:14][CH:15]=[C:16]([Cl:18])[CH:17]=3)=[N:7][C:8]([C:10]#[N:11])=[CH:9][C:4]=2[N:3]=1.Cl.[F:29][CH2:30][C@@H:31]1[CH2:35][CH2:34][CH2:33][NH:32]1.[F-].[K+].C(N(CC)C(C)C)(C)C, predict the reaction product. The product is: [Cl:18][C:16]1[CH:17]=[C:12]([C:6]2[C:5]3[N:19]([CH2:20][C@H:21]4[CH2:26][CH2:25][C@H:24]([CH3:27])[CH2:23][CH2:22]4)[C:2]([N:32]4[CH2:33][CH2:34][CH2:35][C@H:31]4[CH2:30][F:29])=[N:3][C:4]=3[CH:9]=[C:8]([C:10]#[N:11])[N:7]=2)[CH:13]=[N:14][CH:15]=1. (4) Given the reactants Cl[C:2]1[CH:15]=[CH:14][C:13]2[C:4](=[C:5]3[C:10](=[CH:11][CH:12]=2)[CH:9]=[CH:8][CH:7]=[N:6]3)[N:3]=1.[CH3:16][C:17]1([CH3:39])[C:21]([CH3:23])([CH3:22])[O:20][B:19]([C:24]2[CH:29]=[CH:28][CH:27]=[C:26](B3OC(C)(C)C(C)(C)O3)[CH:25]=2)[O:18]1.C([O-])([O-])=O.[Na+].[Na+].CCO, predict the reaction product. The product is: [CH3:22][C:21]1([CH3:23])[C:17]([CH3:16])([CH3:39])[O:18][B:19]([C:24]2[CH:25]=[C:26]([C:2]3[CH:15]=[CH:14][C:13]4[C:4](=[C:5]5[C:10](=[CH:11][CH:12]=4)[CH:9]=[CH:8][CH:7]=[N:6]5)[N:3]=3)[CH:27]=[CH:28][CH:29]=2)[O:20]1.